Dataset: Peptide-MHC class I binding affinity with 185,985 pairs from IEDB/IMGT. Task: Regression. Given a peptide amino acid sequence and an MHC pseudo amino acid sequence, predict their binding affinity value. This is MHC class I binding data. (1) The peptide sequence is VSVSDFRDY. The MHC is HLA-A03:01 with pseudo-sequence HLA-A03:01. The binding affinity (normalized) is 0. (2) The peptide sequence is RARGETYG. The MHC is HLA-B27:05 with pseudo-sequence HLA-B27:05. The binding affinity (normalized) is 0. (3) The peptide sequence is FAFHTVFHI. The MHC is HLA-B51:01 with pseudo-sequence HLA-B51:01. The binding affinity (normalized) is 0.652. (4) The MHC is HLA-A29:02 with pseudo-sequence HLA-A29:02. The peptide sequence is QNADKNFLY. The binding affinity (normalized) is 0.706. (5) The peptide sequence is DIVKGLSGY. The MHC is HLA-A29:02 with pseudo-sequence HLA-A29:02. The binding affinity (normalized) is 0.0847. (6) The peptide sequence is TEVTNPAVL. The MHC is HLA-B40:01 with pseudo-sequence HLA-B40:01. The binding affinity (normalized) is 0.806.